Dataset: Forward reaction prediction with 1.9M reactions from USPTO patents (1976-2016). Task: Predict the product of the given reaction. (1) Given the reactants [CH3:1][C:2]1[CH:8]=[CH:7][C:5]([NH2:6])=[CH:4][C:3]=1[C:9]1[CH:10]=[C:11]([N:18]2[CH2:23][CH2:22][O:21][CH2:20][CH2:19]2)[C:12]2[N:13]([CH:15]=[CH:16][N:17]=2)[N:14]=1.[OH:24][C:25]([C:28]1[CH:29]=[C:30]([CH:34]=[CH:35][N:36]=1)[C:31](O)=[O:32])([CH3:27])[CH3:26].CN(C(ON1N=NC2C=CC=NC1=2)=[N+](C)C)C.F[P-](F)(F)(F)(F)F.CCN(C(C)C)C(C)C, predict the reaction product. The product is: [OH:24][C:25]([C:28]1[CH:29]=[C:30]([CH:34]=[CH:35][N:36]=1)[C:31]([NH:6][C:5]1[CH:7]=[CH:8][C:2]([CH3:1])=[C:3]([C:9]2[CH:10]=[C:11]([N:18]3[CH2:23][CH2:22][O:21][CH2:20][CH2:19]3)[C:12]3[N:13]([CH:15]=[CH:16][N:17]=3)[N:14]=2)[CH:4]=1)=[O:32])([CH3:27])[CH3:26]. (2) Given the reactants [CH3:1][O:2][C:3]1[CH:4]=[C:5]2[C:10](=[CH:11][CH:12]=1)[C:9]([OH:13])=[N:8][CH:7]=[CH:6]2.Br[C:15]1[CH:22]=[CH:21][C:18]([CH:19]=[O:20])=[CH:17][CH:16]=1.N1CCC[C@H]1C(O)=O.C(=O)([O-])[O-].[K+].[K+], predict the reaction product. The product is: [CH3:1][O:2][C:3]1[CH:4]=[C:5]2[C:10](=[CH:11][CH:12]=1)[C:9](=[O:13])[N:8]([C:15]1[CH:22]=[CH:21][C:18]([CH:19]=[O:20])=[CH:17][CH:16]=1)[CH:7]=[CH:6]2. (3) Given the reactants [NH2:1][OH:2].O.[F:4][C:5]1[CH:6]=[C:7]([C:10]#[N:11])[NH:8][CH:9]=1, predict the reaction product. The product is: [F:4][C:5]1[CH:6]=[C:7]([C:10]([NH:1][OH:2])=[NH:11])[NH:8][CH:9]=1. (4) Given the reactants [CH3:1][O:2][CH2:3][CH2:4][NH:5][C:6](=[O:60])[C:7]1[CH:12]=[CH:11][CH:10]=[C:9]([S:13][CH2:14][C:15]2[CH:20]=[CH:19][CH:18]=[C:17]([C:21](=[O:59])[NH:22][C:23]3[CH:28]=[CH:27][C:26]([N:29]4[CH2:34][CH2:33][CH2:32][CH2:31][CH2:30]4)=[CH:25][C:24]=3[C:35]([C:37]3[N:38](S(C4C=CC=CC=4)(=O)=O)[C:39]4[C:44]([CH:45]=3)=[CH:43][CH:42]=[C:41]([C:46]([F:49])([F:48])[F:47])[CH:40]=4)=[O:36])[CH:16]=2)[CH:8]=1.[F-].C([N+](CCCC)(CCCC)CCCC)CCC, predict the reaction product. The product is: [CH3:1][O:2][CH2:3][CH2:4][NH:5][C:6](=[O:60])[C:7]1[CH:12]=[CH:11][CH:10]=[C:9]([S:13][CH2:14][C:15]2[CH:20]=[CH:19][CH:18]=[C:17]([C:21](=[O:59])[NH:22][C:23]3[CH:28]=[CH:27][C:26]([N:29]4[CH2:30][CH2:31][CH2:32][CH2:33][CH2:34]4)=[CH:25][C:24]=3[C:35]([C:37]3[NH:38][C:39]4[C:44]([CH:45]=3)=[CH:43][CH:42]=[C:41]([C:46]([F:48])([F:49])[F:47])[CH:40]=4)=[O:36])[CH:16]=2)[CH:8]=1. (5) Given the reactants [Cl:1][C:2]1[CH:3]=[C:4]2[C:9](=[C:10]([Cl:12])[CH:11]=1)[CH2:8][N:7]([CH3:13])[CH2:6][CH:5]2[C:14]1[CH:19]=[CH:18][C:17]([NH:20][C:21](=[O:32])OC2C=CC([N+]([O-])=O)=CC=2)=[CH:16][CH:15]=1.[NH2:33][CH2:34][P:35](=[O:42])([O:39][CH2:40][CH3:41])[O:36][CH2:37][CH3:38], predict the reaction product. The product is: [Cl:1][C:2]1[CH:3]=[C:4]2[C:9](=[C:10]([Cl:12])[CH:11]=1)[CH2:8][N:7]([CH3:13])[CH2:6][CH:5]2[C:14]1[CH:15]=[CH:16][C:17]([NH:20][C:21](=[O:32])[NH:33][CH2:34][P:35](=[O:42])([O:39][CH2:40][CH3:41])[O:36][CH2:37][CH3:38])=[CH:18][CH:19]=1.